This data is from Full USPTO retrosynthesis dataset with 1.9M reactions from patents (1976-2016). The task is: Predict the reactants needed to synthesize the given product. (1) Given the product [NH2:14][CH2:12][CH2:13][C:2]1[N:10]=[C:9]([Cl:11])[CH:8]=[CH:7][C:3]=1[C:4]([OH:6])=[O:5], predict the reactants needed to synthesize it. The reactants are: Cl[C:2]1[N:10]=[C:9]([Cl:11])[CH:8]=[CH:7][C:3]=1[C:4]([OH:6])=[O:5].[CH2:12]([NH2:14])[CH3:13]. (2) Given the product [CH3:1][C:2]1[C:10]2[N:9]=[C:8]([C@@H:11]([NH:13][C:21]3[N:29]=[CH:28][N:27]=[C:26]4[C:22]=3[N:23]=[CH:24][NH:25]4)[CH3:12])[N:7]([C:14]3[CH:19]=[CH:18][CH:17]=[CH:16][CH:15]=3)[C:6]=2[CH:5]=[CH:4][CH:3]=1, predict the reactants needed to synthesize it. The reactants are: [CH3:1][C:2]1[C:10]2[N:9]=[C:8]([C@@H:11]([NH2:13])[CH3:12])[N:7]([C:14]3[CH:19]=[CH:18][CH:17]=[CH:16][CH:15]=3)[C:6]=2[CH:5]=[CH:4][CH:3]=1.Cl[C:21]1[N:29]=[CH:28][N:27]=[C:26]2[C:22]=1[N:23]=[CH:24][NH:25]2.CCN(C(C)C)C(C)C. (3) Given the product [O:7]=[C:6]1[N:8]([C:9]2[CH:10]=[C:11]([CH:14]=[CH:15][CH:16]=2)[CH:12]=[O:13])[CH2:2][CH2:1][O:5]1, predict the reactants needed to synthesize it. The reactants are: [C:1]([O:5][C:6]([NH:8][C:9]1[CH:10]=[C:11]([CH:14]=[CH:15][CH:16]=1)[CH:12]=[O:13])=[O:7])(C)(C)[CH3:2].[H-].[Na+].BrCCO.C(OCC)(=O)C. (4) The reactants are: C(Cl)(=O)C.[CH3:5][C:6]1[N:10]([CH2:11][C:12]2[CH:13]=[C:14]([CH:26]=[CH:27][CH:28]=2)[O:15][CH2:16][CH2:17][NH:18]C(=O)OC(C)(C)C)[N:9]=[C:8]([C:29]2[O:33][N:32]=[C:31]([C:34]3[CH:39]=[CH:38][C:37]([O:40][C:41]([F:44])([F:43])[F:42])=[CH:36][CH:35]=3)[N:30]=2)[N:7]=1. Given the product [NH2:18][CH2:17][CH2:16][O:15][C:14]1[CH:13]=[C:12]([CH2:11][N:10]2[C:6]([CH3:5])=[N:7][C:8]([C:29]3[O:33][N:32]=[C:31]([C:34]4[CH:39]=[CH:38][C:37]([O:40][C:41]([F:42])([F:43])[F:44])=[CH:36][CH:35]=4)[N:30]=3)=[N:9]2)[CH:28]=[CH:27][CH:26]=1, predict the reactants needed to synthesize it. (5) Given the product [C:2]([C:5]1[CH:6]=[CH:7][C:8]([NH:11][C:12](=[S:15])[NH:13][N:14]=[CH:20][C:19]2[CH:22]=[C:23]([Cl:25])[CH:24]=[C:17]([Cl:16])[C:18]=2[OH:26])=[CH:9][CH:10]=1)([OH:4])=[O:3], predict the reactants needed to synthesize it. The reactants are: Cl.[C:2]([C:5]1[CH:10]=[CH:9][C:8]([NH:11][C:12](=[S:15])[NH:13][NH2:14])=[CH:7][CH:6]=1)([OH:4])=[O:3].[Cl:16][C:17]1[C:18]([OH:26])=[C:19]([CH:22]=[C:23]([Cl:25])[CH:24]=1)[CH:20]=O.O.